From a dataset of NCI-60 drug combinations with 297,098 pairs across 59 cell lines. Regression. Given two drug SMILES strings and cell line genomic features, predict the synergy score measuring deviation from expected non-interaction effect. Drug 1: CCC1(CC2CC(C3=C(CCN(C2)C1)C4=CC=CC=C4N3)(C5=C(C=C6C(=C5)C78CCN9C7C(C=CC9)(C(C(C8N6C)(C(=O)OC)O)OC(=O)C)CC)OC)C(=O)OC)O.OS(=O)(=O)O. Drug 2: CC1=C(C(=O)C2=C(C1=O)N3CC4C(C3(C2COC(=O)N)OC)N4)N. Cell line: HCT116. Synergy scores: CSS=42.7, Synergy_ZIP=2.71, Synergy_Bliss=2.06, Synergy_Loewe=-0.0989, Synergy_HSA=1.71.